Dataset: NCI-60 drug combinations with 297,098 pairs across 59 cell lines. Task: Regression. Given two drug SMILES strings and cell line genomic features, predict the synergy score measuring deviation from expected non-interaction effect. Drug 1: C1=NC2=C(N=C(N=C2N1C3C(C(C(O3)CO)O)F)Cl)N. Drug 2: CCC1=C2CN3C(=CC4=C(C3=O)COC(=O)C4(CC)O)C2=NC5=C1C=C(C=C5)O. Cell line: MDA-MB-435. Synergy scores: CSS=17.9, Synergy_ZIP=-5.88, Synergy_Bliss=-1.15, Synergy_Loewe=-3.36, Synergy_HSA=-0.960.